This data is from Forward reaction prediction with 1.9M reactions from USPTO patents (1976-2016). The task is: Predict the product of the given reaction. (1) The product is: [F:1][CH:2]([C:10]1[CH:15]=[CH:14][CH:13]=[CH:12][C:11]=1[F:16])[CH2:3][CH:4]1[CH2:5][CH2:6][N:7]([CH2:28][C:23]2[C:22](=[O:21])[NH:27][CH:26]=[CH:25][N:24]=2)[CH2:8][CH2:9]1. Given the reactants [F:1][CH:2]([C:10]1[CH:15]=[CH:14][CH:13]=[CH:12][C:11]=1[F:16])[CH2:3][CH:4]1[CH2:9][CH2:8][NH:7][CH2:6][CH2:5]1.C([O:21][C:22]1[C:23]([CH:28]=O)=[N:24][CH:25]=[CH:26][N:27]=1)(C)(C)C.C(O[BH-](OC(=O)C)OC(=O)C)(=O)C.[Na+].[OH-].[Na+], predict the reaction product. (2) Given the reactants Cl[C:2]1[N:3]=[CH:4][C:5](/[CH:8]=[CH:9]/[C:10]([O:12][CH3:13])=[O:11])=[N:6][CH:7]=1.[NH2:14][C@H:15]([CH3:25])[CH2:16][NH:17][C:18](=[O:24])[O:19][C:20]([CH3:23])([CH3:22])[CH3:21].CCN(CC)CC.CCOC(C)=O, predict the reaction product. The product is: [C:20]([O:19][C:18]([NH:17][CH2:16][C@H:15]([NH:14][C:2]1[N:3]=[CH:4][C:5](/[CH:8]=[CH:9]/[C:10]([O:12][CH3:13])=[O:11])=[N:6][CH:7]=1)[CH3:25])=[O:24])([CH3:23])([CH3:22])[CH3:21]. (3) Given the reactants [F:1][C:2]1[CH:7]=[CH:6][C:5]([NH:8][C:9]([C:11]2([C:14]([NH:16][C:17]3[CH:22]=[CH:21][C:20]([OH:23])=[C:19]([F:24])[CH:18]=3)=[O:15])[CH2:13][CH2:12]2)=[O:10])=[CH:4][CH:3]=1.[CH2:25]([O:32][C:33]1[CH:42]=[C:41]2[C:36]([C:37](OS(C(F)(F)F)(=O)=O)=[CH:38][CH:39]=[N:40]2)=[CH:35][C:34]=1[O:51][CH3:52])[C:26]1[CH:31]=[CH:30][CH:29]=[CH:28][CH:27]=1.N1C(C)=CC=CC=1C, predict the reaction product. The product is: [F:1][C:2]1[CH:3]=[CH:4][C:5]([NH:8][C:9]([C:11]2([C:14]([NH:16][C:17]3[CH:22]=[CH:21][C:20]([O:23][C:37]4[C:36]5[C:41](=[CH:42][C:33]([O:32][CH2:25][C:26]6[CH:31]=[CH:30][CH:29]=[CH:28][CH:27]=6)=[C:34]([O:51][CH3:52])[CH:35]=5)[N:40]=[CH:39][CH:38]=4)=[C:19]([F:24])[CH:18]=3)=[O:15])[CH2:13][CH2:12]2)=[O:10])=[CH:6][CH:7]=1.